Dataset: Reaction yield outcomes from USPTO patents with 853,638 reactions. Task: Predict the reaction yield, written as a fraction of the theoretical maximum amount of product (1.0 means a 100% yield; for example, 0.34 means a 34% yield). (1) The reactants are [N:1]1[CH:6]=[CH:5][CH:4]=[CH:3][C:2]=1[N:7]1[C:15]2[CH:14]=[CH:13][N:12]=[CH:11][C:10]=2[N:9]=[CH:8]1.[CH2:16](Br)[C:17]1[CH:22]=[CH:21][CH:20]=[CH:19][CH:18]=1.[BH4-].[Na+]. The catalyst is C(Cl)Cl. The product is [CH2:16]([N:12]1[CH2:13][CH2:14][C:15]2[N:7]([C:2]3[CH:3]=[CH:4][CH:5]=[CH:6][N:1]=3)[CH:8]=[N:9][C:10]=2[CH2:11]1)[C:17]1[CH:22]=[CH:21][CH:20]=[CH:19][CH:18]=1. The yield is 0.680. (2) The reactants are [Br:1][CH2:2][CH2:3][CH2:4][CH2:5][CH2:6][CH2:7][CH2:8][CH2:9][CH2:10][CH2:11][CH2:12][CH2:13][CH2:14][C:15]1[CH:16]=[N:17][CH:18]=[CH:19][CH:20]=1.[N:21]1[CH:26]=[CH:25][C:24]([CH3:27])=[C:23]([CH3:28])[CH:22]=1. No catalyst specified. The product is [Br-:1].[CH3:28][C:23]1[CH:22]=[N+:21]([CH2:2][CH2:3][CH2:4][CH2:5][CH2:6][CH2:7][CH2:8][CH2:9][CH2:10][CH2:11][CH2:12][CH2:13][CH2:14][C:15]2[CH:16]=[N:17][CH:18]=[CH:19][CH:20]=2)[CH:26]=[CH:25][C:24]=1[CH3:27]. The yield is 0.600. (3) The reactants are [C:1]([CH:3]([S:10]([OH:13])(=[O:12])=[O:11])[CH2:4][C:5]([O:7][CH2:8][CH3:9])=[O:6])#[N:2].[CH3:14][C:15]([O:18][C:19](O[C:19]([O:18][C:15]([CH3:17])([CH3:16])[CH3:14])=[O:20])=[O:20])([CH3:17])[CH3:16].[H][H]. The catalyst is [Ni].C(O)C. The product is [C:15]([O:18][C:19]([NH:2][CH2:1][CH:3]([S:10]([OH:13])(=[O:12])=[O:11])[CH2:4][C:5]([O:7][CH2:8][CH3:9])=[O:6])=[O:20])([CH3:17])([CH3:16])[CH3:14]. The yield is 0.850.